Dataset: Forward reaction prediction with 1.9M reactions from USPTO patents (1976-2016). Task: Predict the product of the given reaction. Given the reactants [Cl:1][C:2]1[CH:10]=[C:9]2[C:5]([CH:6]=[C:7]([CH2:20][OH:21])[N:8]2[S:11]([C:14]2[CH:19]=[CH:18][CH:17]=[CH:16][CH:15]=2)(=[O:13])=[O:12])=[CH:4][CH:3]=1.[CH2:22]([S:24]([CH:27]=[CH2:28])(=[O:26])=[O:25])[CH3:23].C1(P(C2CCCCC2)C2C=CC=CC=2C2C(OC)=CC=CC=2OC)CCCCC1.C([O-])(=O)C.[Na+], predict the reaction product. The product is: [Cl:1][C:2]1[CH:10]=[C:9]2[C:5]([C:6](/[CH:23]=[CH:22]/[S:24]([CH2:27][CH3:28])(=[O:26])=[O:25])=[C:7]([CH2:20][OH:21])[N:8]2[S:11]([C:14]2[CH:19]=[CH:18][CH:17]=[CH:16][CH:15]=2)(=[O:13])=[O:12])=[CH:4][CH:3]=1.